Predict the reaction yield, written as a fraction of the theoretical maximum amount of product (1.0 means a 100% yield; for example, 0.34 means a 34% yield). From a dataset of Reaction yield outcomes from USPTO patents with 853,638 reactions. (1) The reactants are [C:1]([N:8]1[CH:12]=[CH:11][N:10]=[CH:9]1)(N1C=CN=C1)=[S:2].N[C:14]1C=NC=C[C:19]=1[C:20]1[CH:21]=[C:22]([NH:27][C:28](=[O:34])[O:29][C:30]([CH3:33])([CH3:32])[CH3:31])[CH:23]=[C:24]([CH3:26])[CH:25]=1. The yield is 0.470. The catalyst is C1COCC1.CCOC(C)=O. The product is [N:8]([C:12]1[CH:11]=[N:10][CH:9]=[CH:14][C:19]=1[C:20]1[CH:21]=[C:22]([NH:27][C:28](=[O:34])[O:29][C:30]([CH3:32])([CH3:31])[CH3:33])[CH:23]=[C:24]([CH3:26])[CH:25]=1)=[C:1]=[S:2]. (2) The reactants are C(N(S(F)(F)[F:7])CC)C.[C:10]([O:14][C:15]([N:17]1[CH2:29][C@@H:28]([CH3:30])[N:27]2[C@H:19]([CH2:20][C:21]3[C:26]2=[N:25][C:24]([CH2:31]OCCO)=[CH:23][CH:22]=3)[CH2:18]1)=[O:16])([CH3:13])([CH3:12])[CH3:11]. The catalyst is ClCCl. The product is [C:10]([O:14][C:15]([N:17]1[CH2:29][C@@H:28]([CH3:30])[N:27]2[C@H:19]([CH2:20][C:21]3[C:26]2=[N:25][C:24]([CH2:31][F:7])=[CH:23][CH:22]=3)[CH2:18]1)=[O:16])([CH3:13])([CH3:12])[CH3:11]. The yield is 0.517. (3) The reactants are Br[C:2]1[CH:3]=[C:4]([CH:7]=[C:8]([O:14][CH2:15][CH3:16])[C:9]=1[O:10]COC)[CH:5]=[O:6].[C:17]([Cu])#[N:18].CCOC(C)=O. The catalyst is CN(C=O)C. The product is [CH2:15]([O:14][C:8]1[C:9]([OH:10])=[C:2]([CH:3]=[C:4]([CH:5]=[O:6])[CH:7]=1)[C:17]#[N:18])[CH3:16]. The yield is 0.500. (4) The reactants are Cl[C:2]1[N:9]=[CH:8][CH:7]=[C:6]([C:10]([F:13])([F:12])[F:11])[C:3]=1[C:4]#[N:5].[SH:14][CH2:15][C:16]([O:18]CC)=[O:17].[O-]CC.[Na+].Cl. The product is [NH2:5][C:4]1[C:3]2[C:2](=[N:9][CH:8]=[CH:7][C:6]=2[C:10]([F:13])([F:12])[F:11])[S:14][C:15]=1[C:16]([OH:18])=[O:17]. The yield is 0.830. The catalyst is C(O)C. (5) The reactants are [CH3:1][O:2][C:3]1[CH:8]=[CH:7][CH:6]=[CH:5][C:4]=1[S:9][CH2:10][CH2:11][CH2:12][O:13]C1CCCCO1.C1(C)C=CC(S([O-])(=O)=O)=CC=1.[NH+]1C=CC=CC=1. The catalyst is CO. The product is [CH3:1][O:2][C:3]1[CH:8]=[CH:7][CH:6]=[CH:5][C:4]=1[S:9][CH2:10][CH2:11][CH2:12][OH:13]. The yield is 1.00. (6) The reactants are [CH3:1][C:2]1[O:6][N:5]=[C:4]([C:7]2[CH:12]=[CH:11][CH:10]=[CH:9][CH:8]=2)[C:3]=1[CH2:13][O:14][C:15]1[CH:23]=[CH:22][C:18]([C:19]([OH:21])=O)=[CH:17][N:16]=1.[OH:24][CH:25]1[CH2:30][CH2:29][NH:28][CH2:27][CH2:26]1. No catalyst specified. The product is [OH:24][CH:25]1[CH2:30][CH2:29][N:28]([C:19]([C:18]2[CH:17]=[N:16][C:15]([O:14][CH2:13][C:3]3[C:4]([C:7]4[CH:8]=[CH:9][CH:10]=[CH:11][CH:12]=4)=[N:5][O:6][C:2]=3[CH3:1])=[CH:23][CH:22]=2)=[O:21])[CH2:27][CH2:26]1. The yield is 0.730. (7) The catalyst is C1COCC1. The reactants are [CH2:1]([NH:8][C:9]([C:11]1[C:15]([CH:16]([CH3:18])[CH3:17])=[C:14]([CH:19]=[O:20])[N:13]([C:21]2[CH:26]=[CH:25][C:24]([F:27])=[CH:23][CH:22]=2)[N:12]=1)=[O:10])[C:2]1[CH:7]=[CH:6][CH:5]=[CH:4][CH:3]=1.CO.[BH4-].[Na+]. The yield is 0.870. The product is [CH2:1]([NH:8][C:9]([C:11]1[C:15]([CH:16]([CH3:18])[CH3:17])=[C:14]([CH2:19][OH:20])[N:13]([C:21]2[CH:26]=[CH:25][C:24]([F:27])=[CH:23][CH:22]=2)[N:12]=1)=[O:10])[C:2]1[CH:3]=[CH:4][CH:5]=[CH:6][CH:7]=1. (8) The catalyst is CN(C=O)C.CCOC(C)=O. The yield is 0.950. The product is [CH2:1]([O:3][C:4]([C:6]1[C:11]([Cl:12])=[C:10]([Cl:22])[C:9](=[O:13])[N:8]([CH3:14])[CH:7]=1)=[O:5])[CH3:2]. The reactants are [CH2:1]([O:3][C:4]([C:6]1[C:11]([Cl:12])=[CH:10][C:9](=[O:13])[N:8]([CH3:14])[CH:7]=1)=[O:5])[CH3:2].C1C(=O)N([Cl:22])C(=O)C1.